Dataset: Reaction yield outcomes from USPTO patents with 853,638 reactions. Task: Predict the reaction yield, written as a fraction of the theoretical maximum amount of product (1.0 means a 100% yield; for example, 0.34 means a 34% yield). (1) The reactants are Br[C:2]1[S:6][C:5]([CH2:7][CH:8]([CH3:10])[CH3:9])=[N:4][CH:3]=1.C([Li])CCC.CCCCCC.C(O[B:26]1[O:30][C:29]([CH3:32])([CH3:31])[C:28]([CH3:34])([CH3:33])[O:27]1)(C)C. The catalyst is C1COCC1. The product is [CH2:7]([C:5]1[S:6][C:2]([B:26]2[O:30][C:29]([CH3:32])([CH3:31])[C:28]([CH3:34])([CH3:33])[O:27]2)=[CH:3][N:4]=1)[CH:8]([CH3:10])[CH3:9]. The yield is 0.180. (2) The reactants are [CH3:1][C:2]([OH:20])([CH3:19])[C:3]([N:5]1[C:13]2[C:8](=[CH:9][C:10]([O:17][CH3:18])=[C:11]([N+:14]([O-])=O)[CH:12]=2)[CH2:7][CH2:6]1)=[O:4].N#N. The catalyst is C(OCC)(=O)C.C(O)C.[Pd]. The product is [NH2:14][C:11]1[CH:12]=[C:13]2[C:8]([CH2:7][CH2:6][N:5]2[C:3](=[O:4])[C:2]([CH3:1])([OH:20])[CH3:19])=[CH:9][C:10]=1[O:17][CH3:18]. The yield is 0.930.